From a dataset of Forward reaction prediction with 1.9M reactions from USPTO patents (1976-2016). Predict the product of the given reaction. (1) Given the reactants [C:1]1([C:7]2N(CC(O)=O)[C:9]([C:12]3[CH:17]=[CH:16][CH:15]=[CH:14][CH:13]=3)=[CH:10][CH:11]=2)[CH:6]=[CH:5][CH:4]=[CH:3]C=1.C1N=C[N:24]([C:27]([N:29]2[CH:33]=[N:32][CH:31]=[CH:30]2)=O)C=1.Cl.[NH2:35]C(N)=N.C(N(CC)CC)C.[OH2:46], predict the reaction product. The product is: [NH2:35][C:27]([NH2:24])=[N:29][C:30](=[O:46])[CH2:31][N:32]1[CH:33]=[C:9]([C:12]2[CH:13]=[CH:14][CH:15]=[CH:16][CH:17]=2)[CH:10]=[C:11]1[C:7]1[CH:3]=[CH:4][CH:5]=[CH:6][CH:1]=1. (2) Given the reactants C(OC([N:8]1[CH2:17][CH2:16][C:15]2[C:11](=[C:12](OS(C(F)(F)F)(=O)=O)[N:13]([CH:18]([CH3:20])[CH3:19])[N:14]=2)[CH2:10][CH2:9]1)=O)(C)(C)C.[Cl:29][C:30]1[CH:35]=[C:34]([Cl:36])[CH:33]=[CH:32][C:31]=1B(O)O, predict the reaction product. The product is: [Cl:29][C:30]1[CH:35]=[C:34]([Cl:36])[CH:33]=[CH:32][C:31]=1[C:12]1[N:13]([CH:18]([CH3:19])[CH3:20])[N:14]=[C:15]2[C:11]=1[CH2:10][CH2:9][NH:8][CH2:17][CH2:16]2. (3) Given the reactants [C:1]([C:4]1[CH:5]=[C:6]([CH:31]=[CH:32][CH:33]=1)[O:7][CH2:8][C:9]1[N:13]([C:14]2[CH:19]=[CH:18][C:17]([C:20]([NH:22][CH2:23][CH3:24])=[O:21])=[CH:16][CH:15]=2)[N:12]=[N:11][C:10]=1[C:25]([NH:27][CH:28]1[CH2:30][CH2:29]1)=[O:26])(=O)[CH3:2].Cl.[NH2:35][OH:36].C([O-])(=O)C.[Na+].O, predict the reaction product. The product is: [CH:28]1([NH:27][C:25]([C:10]2[N:11]=[N:12][N:13]([C:14]3[CH:19]=[CH:18][C:17]([C:20]([NH:22][CH2:23][CH3:24])=[O:21])=[CH:16][CH:15]=3)[C:9]=2[CH2:8][O:7][C:6]2[CH:31]=[CH:32][CH:33]=[C:4]([C:1](=[N:35][OH:36])[CH3:2])[CH:5]=2)=[O:26])[CH2:29][CH2:30]1. (4) Given the reactants [CH2:1]([N:8]1[C:12]([CH:14]([Br:16])[Br:15])(O)[CH:11]=[C:10]([CH2:17][CH2:18][CH2:19][CH3:20])[C:9]1=[O:21])[C:2]1[CH:7]=[CH:6][CH:5]=[CH:4][CH:3]=1.O=P12OP3(OP(OP(O3)(O1)=O)(=O)O2)=O, predict the reaction product. The product is: [CH2:1]([N:8]1[C:12](=[C:14]([Br:16])[Br:15])[CH:11]=[C:10]([CH2:17][CH2:18][CH2:19][CH3:20])[C:9]1=[O:21])[C:2]1[CH:7]=[CH:6][CH:5]=[CH:4][CH:3]=1.